Predict the reaction yield, written as a fraction of the theoretical maximum amount of product (1.0 means a 100% yield; for example, 0.34 means a 34% yield). From a dataset of Reaction yield outcomes from USPTO patents with 853,638 reactions. The reactants are C([N:8]1[CH:14]2[CH2:15][CH2:16][CH:9]1[CH2:10][NH:11][C:12](=[O:17])[CH2:13]2)C1C=CC=CC=1.CO.[C:20](=[O:27])([O-])[O:21][C:22]([CH3:25])([CH3:24])[CH3:23].[C:20](=[O:27])([O-])[O:21][C:22]([CH3:25])([CH3:24])[CH3:23].[H][H]. The catalyst is [Pd].O1CCCC1. The product is [C:22]([O:21][C:20]([N:8]1[CH:14]2[CH2:15][CH2:16][CH:9]1[CH2:10][NH:11][C:12](=[O:17])[CH2:13]2)=[O:27])([CH3:25])([CH3:24])[CH3:23]. The yield is 0.980.